From a dataset of Reaction yield outcomes from USPTO patents with 853,638 reactions. Predict the reaction yield, written as a fraction of the theoretical maximum amount of product (1.0 means a 100% yield; for example, 0.34 means a 34% yield). The reactants are [CH3:1][O:2][CH2:3][CH2:4][O:5][CH2:6][CH2:7][O:8][CH2:9][CH2:10][O:11][CH2:12][CH2:13][O:14][C:15]1[N:23]=[CH:22][CH:21]=[CH:20][C:16]=1[C:17]([OH:19])=O.[CH3:24][C:25]1[CH:26]=[CH:27][CH:28]=[C:29]([NH2:34])[C:30]=1[C:31](O)=[O:32]. The catalyst is CC#N. The product is [CH3:1][O:2][CH2:3][CH2:4][O:5][CH2:6][CH2:7][O:8][CH2:9][CH2:10][O:11][CH2:12][CH2:13][O:14][C:15]1[C:16]([C:17]2[O:19][C:31](=[O:32])[C:30]3[C:25]([CH3:24])=[CH:26][CH:27]=[CH:28][C:29]=3[N:34]=2)=[CH:20][CH:21]=[CH:22][N:23]=1. The yield is 0.540.